From a dataset of Full USPTO retrosynthesis dataset with 1.9M reactions from patents (1976-2016). Predict the reactants needed to synthesize the given product. (1) The reactants are: [CH3:1][O:2][C:3]1[CH:8]=[CH:7][C:6]([C:9]2[CH:14]=[CH:13][C:12]([CH:15]([CH2:19][CH:20]=O)C(O)=O)=[CH:11][CH:10]=2)=[CH:5][CH:4]=1.Cl.[NH2:23][OH:24].[C:25](=[O:28])([O-])[O-:26].[Na+].[Na+]. Given the product [OH:24][N:23]=[C:15]([C:12]1[CH:11]=[CH:10][C:9]([C:6]2[CH:5]=[CH:4][C:3]([O:2][CH3:1])=[CH:8][CH:7]=2)=[CH:14][CH:13]=1)[CH2:19][CH2:20][C:25]([OH:26])=[O:28], predict the reactants needed to synthesize it. (2) Given the product [O:1]=[C:2]1[CH2:13][CH2:12][CH2:11][CH2:10][CH2:9][C@@H:8]([NH:14][C:15](=[O:17])[CH3:16])[C:7](=[O:18])[O:6][CH2:5][C@@H:4]([C:19]2[CH:20]=[CH:21][CH:22]=[CH:23][CH:24]=2)[NH:3]1, predict the reactants needed to synthesize it. The reactants are: [O:1]=[C:2]1[CH2:13][CH2:12][CH:11]=[CH:10][CH2:9][C@@H:8]([NH:14][C:15](=[O:17])[CH3:16])[C:7](=[O:18])[O:6][CH2:5][C@@H:4]([C:19]2[CH:24]=[CH:23][CH:22]=[CH:21][CH:20]=2)[NH:3]1.